Task: Predict the reactants needed to synthesize the given product.. Dataset: Full USPTO retrosynthesis dataset with 1.9M reactions from patents (1976-2016) Given the product [Cl:1][C:2]1[C:7]([Cl:65])=[CH:6][CH:5]=[CH:4][C:3]=1[C:12]([N:14]1[CH2:23][CH2:22][C:21]2[C:20]([C:24]3[NH:28][N:27]=[CH:26][C:25]=3[C:86]([F:89])([F:88])[F:87])=[N:19][C:18]([CH3:35])=[N:17][C:16]=2[CH2:15]1)=[O:13], predict the reactants needed to synthesize it. The reactants are: [Cl:1][C:2]1[C:7](C(F)(F)F)=[CH:6][CH:5]=[CH:4][C:3]=1[C:12]([N:14]1[CH2:23][CH2:22][C:21]2[C:20]([C:24]3[N:28](C4CCCCO4)[N:27]=[CH:26][CH:25]=3)=[N:19][C:18]([CH3:35])=[N:17][C:16]=2[CH2:15]1)=[O:13].CC1N=C(C2N(C3CCCCO3)N=CC=2)C2CCN(C(OC(C)(C)C)=O)CC=2N=1.[Cl:65]C1C(Cl)=CC=CC=1C(O)=O.ClC1C([C:86]([F:89])([F:88])[F:87])=CC=CC=1C(O)=O.